Predict the reaction yield, written as a fraction of the theoretical maximum amount of product (1.0 means a 100% yield; for example, 0.34 means a 34% yield). From a dataset of Reaction yield outcomes from USPTO patents with 853,638 reactions. The reactants are Cl[CH2:2][CH2:3][CH2:4][N:5]1[C:10]2[CH:11]=[CH:12][CH:13]=[CH:14][C:9]=2[O:8][CH2:7][C:6]1=[O:15].C([O-])([O-])=O.[K+].[K+].[Na+].[I-].[CH2:24]([O:27][CH:28]1[CH2:33][CH2:32][NH:31][CH2:30][CH2:29]1)[CH2:25][CH3:26]. The catalyst is CCCCCCC.CCOC(C)=O. The product is [CH2:24]([O:27][CH:28]1[CH2:33][CH2:32][N:31]([CH2:2][CH2:3][CH2:4][N:5]2[C:10]3[CH:11]=[CH:12][CH:13]=[CH:14][C:9]=3[O:8][CH2:7][C:6]2=[O:15])[CH2:30][CH2:29]1)[CH2:25][CH3:26]. The yield is 0.760.